Dataset: Experimentally validated miRNA-target interactions with 360,000+ pairs, plus equal number of negative samples. Task: Binary Classification. Given a miRNA mature sequence and a target amino acid sequence, predict their likelihood of interaction. (1) The miRNA is mmu-miR-505-3p with sequence CGUCAACACUUGCUGGUUUUCU. The protein sequence of the target gene is MAENGKNCDQRRIAMSKDQHNGSLTDPSSVHEKKRRDREERQNIVLWRQPLITLQYFSLETLVVLKEWTSKLWHRQSIVVSFLLLLAALVATYYVEGAHQQYVQRIEKQFLLYAYWIGLGILSSVGLGTGLHTFLLYLGPHIASVTLAAYECNSVNFPEPPYPDQIICPEEEGAEGAISLWSIISKVRIEACMWGIGTAIGELPPYFMARAARLSGAEPDDEEYQEFEEMLEHAEAAQDFASRAKLAVQKLVQKVGFFGILACASIPNPLFDLAGITCGHFLVPFWTFFGATLIGKAIIK.... Result: 1 (interaction). (2) The miRNA is cel-miR-359 with sequence UCACUGGUCUUUCUCUGACGAA. The protein sequence of the target gene is MPRRGYSKPGSWGSFWAMLTLVGLVTHAAQRADVGGEAAGTSINHSQAVLQRLQELLRQGNASDVVLRVQAAGTDEVRVFHAHRLLLGLHSELFLELLSNQSEAVLQEPQDCAAVFDKFIRYLYCGELTVLLTQAIPLHRLATKYGVSSLQRGVADYMRAHLAGGAGPAVGWYHYAVGTGDEALRESCLQFLAWNLSAVAASTEWGAVSPELLWQLLQRSDLVLQDELELFHALEAWLGRARPPPAVAERALRAIRYPMIPPAQLFQLQARSAALARHGPAVADLLLQAYQFHAASPLHY.... Result: 0 (no interaction). (3) The miRNA is hsa-miR-1268b with sequence CGGGCGUGGUGGUGGGGGUG. The protein sequence of the target gene is MVRWPGLRPCLSAILNPAGASNMAAAEVPGYLVSPQTEKHRRARNWTDAEMRGLMLVWEEFFDELKQTKRNAKVYEKMASKLFEMTGERRLGEEIKIKITNMTFQYRKLKCMTDSESIPPDWPYYLAIDRILAKVPESCEGKLPDGQQPGPSTSQTEASLSPSAKSTPLYLPYTQCSYEGHFEDDRSDSSSSLLSLKFRSEERPVKKRKMRSCHLQKKKLRLLEAMLEEQRRLSRAMEETCREVRRVLDQQNILQVQSLQLQERMMSLLEKIIAKSNV. Result: 0 (no interaction). (4) The miRNA is mmu-miR-141-5p with sequence CAUCUUCCAGUGCAGUGUUGGA. The protein sequence of the target gene is MPQTPPFSAMFDSSGYNRNLYQSAEDSCGGLYYHDNNLLSGSLEALIQHLVPNVDYYPDRTYIFTFLLSSRLFMHPYELMAKVCHLCVEHQRLSEGDGDKNQMRKIAPKILQLLTEWTETFPYDFRDERMMRNLKDLAHRMASGEEQTYRKNVQQMMQCLIRKLAALSQYEEVLAKLSSTATDRLTVLKTKPQSIQRDIMTVCSDPYTLAQQLTHIELERLNYIGPEEFVQAFVQKDPLDNDKSCYSERKKTRNLEAYVEWFNRLSYLVATEICMPVKKKHRARMIEYFIDVARECFNIG.... Result: 0 (no interaction).